Dataset: Forward reaction prediction with 1.9M reactions from USPTO patents (1976-2016). Task: Predict the product of the given reaction. (1) Given the reactants [CH3:1][O:2][C:3]1[CH:4]=[C:5]([CH2:9][NH2:10])[CH:6]=[CH:7][CH:8]=1.[CH3:11][O:12][CH:13]([O:17][CH3:18])[C:14](=O)[CH3:15].S([O-])([O-])(=O)=O.[Na+].[Na+].C(O[BH-](OC(=O)C)OC(=O)C)(=O)C.[Na+], predict the reaction product. The product is: [CH3:11][O:12][CH:13]([O:17][CH3:18])[CH:14]([NH:10][CH2:9][C:5]1[CH:6]=[CH:7][CH:8]=[C:3]([O:2][CH3:1])[CH:4]=1)[CH3:15]. (2) Given the reactants [Br:1][C:2]1[CH:10]=[C:9]2[C:5]([CH:6]=[N:7][NH:8]2)=[CH:4][C:3]=1[OH:11].[CH2:12]1[CH2:17][O:16][CH:15]=[CH:14][CH2:13]1.CS(O)(=O)=O, predict the reaction product. The product is: [Br:1][C:2]1[C:3]([OH:11])=[CH:4][C:5]2[C:9]([CH:10]=1)=[N:8][N:7]([CH:15]1[CH2:14][CH2:13][CH2:12][CH2:17][O:16]1)[CH:6]=2.